This data is from Forward reaction prediction with 1.9M reactions from USPTO patents (1976-2016). The task is: Predict the product of the given reaction. (1) Given the reactants [N:1]1[CH:6]=[CH:5][C:4]([N:7]2[CH2:12][CH2:11][CH:10]([C:13](Cl)=[O:14])[CH2:9][CH2:8]2)=[CH:3][CH:2]=1.[OH:16][CH2:17][CH:18]1[CH2:23][N:22]([S:24]([C:27]2[CH:36]=[CH:35][C:34]3[C:29](=[CH:30][CH:31]=[CH:32][CH:33]=3)[CH:28]=2)(=[O:26])=[O:25])[CH2:21][CH2:20][NH:19]1, predict the reaction product. The product is: [OH:16][CH2:17][CH:18]1[CH2:23][N:22]([S:24]([C:27]2[CH:36]=[CH:35][C:34]3[C:29](=[CH:30][CH:31]=[CH:32][CH:33]=3)[CH:28]=2)(=[O:26])=[O:25])[CH2:21][CH2:20][N:19]1[C:13]([CH:10]1[CH2:11][CH2:12][N:7]([C:4]2[CH:5]=[CH:6][N:1]=[CH:2][CH:3]=2)[CH2:8][CH2:9]1)=[O:14]. (2) Given the reactants [CH3:1][O:2][C:3]([C:5]1[N:6]([CH2:23][C:24]2[CH:29]=[CH:28][C:27]([OH:30])=[CH:26][CH:25]=2)[C:7](=[O:22])[C:8]2[C:13]([C:14]=1[C:15]1[CH:20]=[CH:19][CH:18]=[CH:17][CH:16]=1)=[CH:12][C:11]([Br:21])=[CH:10][CH:9]=2)=[O:4].[CH3:31][O:32][CH2:33][CH2:34][O:35][CH2:36]Cl, predict the reaction product. The product is: [CH3:1][O:2][C:3]([C:5]1[N:6]([CH2:23][C:24]2[CH:25]=[CH:26][C:27]([O:30][CH2:31][O:32][CH2:33][CH2:34][O:35][CH3:36])=[CH:28][CH:29]=2)[C:7](=[O:22])[C:8]2[C:13]([C:14]=1[C:15]1[CH:16]=[CH:17][CH:18]=[CH:19][CH:20]=1)=[CH:12][C:11]([Br:21])=[CH:10][CH:9]=2)=[O:4]. (3) Given the reactants [N+:1]([O-])([O-])=O.[Na+].[C:6]([O:12][CH2:13][CH3:14])(=[O:11])[CH2:7][C:8]([CH3:10])=O.COC(OC)C[C:19](=O)[CH3:20], predict the reaction product. The product is: [CH3:20][C:19]1[NH:1][C:7]([C:6]([O:12][CH2:13][CH3:14])=[O:11])=[CH:8][CH:10]=1. (4) Given the reactants Cl[C:2]1[N:7]=[CH:6][C:5]([C:8]2[C:9]([N:28]3[CH2:31][C:30]([OH:33])([CH3:32])[CH2:29]3)=[N:10][CH:11]=[C:12]([C:14]([NH:16][C:17]3[CH:22]=[CH:21][C:20]([O:23][C:24]([F:27])([F:26])[F:25])=[CH:19][CH:18]=3)=[O:15])[CH:13]=2)=[CH:4][C:3]=1[F:34].[CH3:35]B1OB(C)OB(C)O1, predict the reaction product. The product is: [F:34][C:3]1[CH:4]=[C:5]([C:8]2[C:9]([N:28]3[CH2:31][C:30]([OH:33])([CH3:32])[CH2:29]3)=[N:10][CH:11]=[C:12]([C:14]([NH:16][C:17]3[CH:22]=[CH:21][C:20]([O:23][C:24]([F:27])([F:26])[F:25])=[CH:19][CH:18]=3)=[O:15])[CH:13]=2)[CH:6]=[N:7][C:2]=1[CH3:35]. (5) Given the reactants [CH2:1]([N:8]([CH3:26])[C:9]1[CH:10]=[C:11]([NH:19][CH:20]2[CH2:25][CH2:24][NH:23][CH2:22][CH2:21]2)[C:12]2[N:13]([C:15]([CH3:18])=[N:16][N:17]=2)[N:14]=1)[C:2]1[CH:7]=[CH:6][CH:5]=[CH:4][CH:3]=1.[C:27](O)(=O)[CH3:28].C(=O)C, predict the reaction product. The product is: [CH2:1]([N:8]([CH3:26])[C:9]1[CH:10]=[C:11]([NH:19][CH:20]2[CH2:25][CH2:24][N:23]([CH2:27][CH3:28])[CH2:22][CH2:21]2)[C:12]2[N:13]([C:15]([CH3:18])=[N:16][N:17]=2)[N:14]=1)[C:2]1[CH:7]=[CH:6][CH:5]=[CH:4][CH:3]=1. (6) Given the reactants [CH3:1][S:2]([C:5]1[CH:31]=[CH:30][C:8]([O:9][CH2:10][C:11]2[CH:16]=[CH:15][C:14]([CH:17]3[CH2:22][CH2:21][N:20]([C:23](OC(C)(C)C)=[O:24])[CH2:19][CH2:18]3)=[CH:13][N:12]=2)=[CH:7][CH:6]=1)(=[O:4])=[O:3].[CH3:32][C:33]([CH3:39])([CH3:38])[CH2:34]C(Cl)=O, predict the reaction product. The product is: [CH3:1][S:2]([C:5]1[CH:6]=[CH:7][C:8]([O:9][CH2:10][C:11]2[CH:16]=[CH:15][C:14]([CH:17]3[CH2:22][CH2:21][N:20]([C:23](=[O:24])[CH2:32][C:33]([CH3:39])([CH3:38])[CH3:34])[CH2:19][CH2:18]3)=[CH:13][N:12]=2)=[CH:30][CH:31]=1)(=[O:3])=[O:4]. (7) Given the reactants [CH2:1]([O:3][C:4](=[O:39])[CH2:5][C:6]1[CH:7]=[C:8]([C:14]2[CH:19]=[CH:18][C:17]([C:20]([F:23])([F:22])[F:21])=[CH:16][C:15]=2[CH2:24][N:25]([CH2:37][CH3:38])[C:26](=[N:34][C:35]#[N:36])OC2C=CC=CC=2)[C:9]([O:12][CH3:13])=[CH:10][CH:11]=1)[CH3:2].[CH3:40][O:41][C:42]1[CH:49]=[CH:48][C:45]([CH2:46][NH2:47])=[CH:44][CH:43]=1, predict the reaction product. The product is: [CH2:1]([O:3][C:4](=[O:39])[CH2:5][C:6]1[CH:7]=[C:8]([C:14]2[CH:19]=[CH:18][C:17]([C:20]([F:21])([F:22])[F:23])=[CH:16][C:15]=2[CH2:24][N:25]([CH2:37][CH3:38])[C:26]([NH:34][C:35]#[N:36])=[N:47][CH2:46][C:45]2[CH:48]=[CH:49][C:42]([O:41][CH3:40])=[CH:43][CH:44]=2)[C:9]([O:12][CH3:13])=[CH:10][CH:11]=1)[CH3:2]. (8) Given the reactants [NH2:1][C:2]([CH2:7][OH:8])([CH2:5][OH:6])[CH2:3][OH:4].[N-]=[N+]=[N-].[Na+].[ClH:13], predict the reaction product. The product is: [CH2:3]([OH:4])[C:2]([NH2:1])([CH2:7][OH:8])[CH2:5][OH:6].[ClH:13]. (9) Given the reactants [N:1]1[CH:6]=[CH:5][CH:4]=[C:3]([N:7]2[CH2:11][CH2:10][NH:9][C:8]2=[O:12])[CH:2]=1.I[C:14]1[CH:22]=[CH:21][C:17]2[S:18][CH:19]=[CH:20][C:16]=2[CH:15]=1.N[C@@H]1CCCC[C@H]1N.C(=O)([O-])[O-].[K+].[K+], predict the reaction product. The product is: [S:18]1[CH:19]=[CH:20][C:16]2[CH:15]=[C:14]([N:9]3[CH2:10][CH2:11][N:7]([C:3]4[CH:2]=[N:1][CH:6]=[CH:5][CH:4]=4)[C:8]3=[O:12])[CH:22]=[CH:21][C:17]1=2.